From a dataset of Reaction yield outcomes from USPTO patents with 853,638 reactions. Predict the reaction yield, written as a fraction of the theoretical maximum amount of product (1.0 means a 100% yield; for example, 0.34 means a 34% yield). (1) The reactants are [CH2:1]([N:19]([CH2:46][CH2:47][CH2:48][CH2:49][CH2:50][CH2:51][CH2:52][CH2:53][CH2:54][CH2:55][CH2:56][CH2:57][CH2:58][CH2:59][CH2:60][CH2:61][CH2:62][CH3:63])[C:20](=[O:45])[CH2:21][CH2:22][CH:23]([CH:25]1[C:41]2([CH3:42])[CH:28]([CH:29]3[CH:38]([CH2:39][CH2:40]2)[C:37]2([CH3:43])[CH:32]([CH2:33][CH:34]([OH:44])[CH2:35][CH2:36]2)[CH2:31][CH2:30]3)[CH2:27][CH2:26]1)[CH3:24])[CH2:2][CH2:3][CH2:4][CH2:5][CH2:6][CH2:7][CH2:8][CH2:9][CH2:10][CH2:11][CH2:12][CH2:13][CH2:14][CH2:15][CH2:16][CH2:17][CH3:18].[C:64](=O)([O:73]N1C(=O)CCC1=O)[O:65][N:66]1[C:70](=[O:71])[CH2:69][CH2:68][C:67]1=[O:72].C(N(CC)CC)C.C(#N)C. The catalyst is ClCCl. The product is [O:72]=[C:67]1[CH2:68][CH2:69][C:70](=[O:71])[N:66]1[O:65][C:64](=[O:73])[O:44][CH:34]1[CH2:33][CH:32]2[C:37]([CH3:43])([CH:38]3[CH:29]([CH2:30][CH2:31]2)[CH:28]2[C:41]([CH3:42])([CH:25]([CH:23]([CH3:24])[CH2:22][CH2:21][C:20](=[O:45])[N:19]([CH2:1][CH2:2][CH2:3][CH2:4][CH2:5][CH2:6][CH2:7][CH2:8][CH2:9][CH2:10][CH2:11][CH2:12][CH2:13][CH2:14][CH2:15][CH2:16][CH2:17][CH3:18])[CH2:46][CH2:47][CH2:48][CH2:49][CH2:50][CH2:51][CH2:52][CH2:53][CH2:54][CH2:55][CH2:56][CH2:57][CH2:58][CH2:59][CH2:60][CH2:61][CH2:62][CH3:63])[CH2:26][CH2:27]2)[CH2:40][CH2:39]3)[CH2:36][CH2:35]1. The yield is 0.710. (2) The reactants are [CH3:1][C@@:2]12[C@@H:10]([OH:11])[CH2:9][CH2:8][C@H:7]1[C@@H:6]1[CH2:12][CH2:13][C:14]3[CH:19]=[C:18]([OH:20])[CH:17]=[CH:16][C:15]=3[C@H:5]1[CH2:4][CH2:3]2.[H-].[Na+].[CH2:23](Br)[C:24]1[CH:29]=[CH:28][CH:27]=[CH:26][CH:25]=1. The catalyst is CN(C)C=O. The product is [CH2:23]([O:20][C:18]1[CH:17]=[CH:16][C:15]2[C@@H:5]3[C@H:6]([C@H:7]4[C@@:2]([CH2:3][CH2:4]3)([CH3:1])[C@@H:10]([O:11][CH2:1][C:2]3[CH:7]=[CH:6][CH:5]=[CH:4][CH:3]=3)[CH2:9][CH2:8]4)[CH2:12][CH2:13][C:14]=2[CH:19]=1)[C:24]1[CH:29]=[CH:28][CH:27]=[CH:26][CH:25]=1. The yield is 0.950. (3) The reactants are [OH:1][CH2:2][C:3]1[CH:8]=[CH:7][C:6]([N:9]2[CH2:14][CH2:13][CH:12]([NH:15][C:16](=[O:18])[CH3:17])[CH2:11][CH2:10]2)=[CH:5][CH:4]=1.C[N+]1([O-])CCOCC1. The catalyst is C(Cl)Cl.CCC[N+](CCC)(CCC)CCC.[O-][Ru](=O)(=O)=O. The product is [CH:2]([C:3]1[CH:4]=[CH:5][C:6]([N:9]2[CH2:14][CH2:13][CH:12]([NH:15][C:16](=[O:18])[CH3:17])[CH2:11][CH2:10]2)=[CH:7][CH:8]=1)=[O:1]. The yield is 0.740. (4) The reactants are [Na].[C:2]([O:8][CH2:9][CH3:10])(=[O:7])[CH2:3][C:4]([CH3:6])=[O:5].O/[N:12]=[C:13](\Cl)/[C:14]1[CH:19]=[CH:18][CH:17]=[C:16]([Cl:20])[CH:15]=1. The catalyst is CO. The product is [CH2:9]([O:8][C:2]([C:3]1[C:13]([C:14]2[CH:19]=[CH:18][CH:17]=[C:16]([Cl:20])[CH:15]=2)=[N:12][O:5][C:4]=1[CH3:6])=[O:7])[CH3:10]. The yield is 0.400. (5) The reactants are C([O:6][C@@H:7]([C:9]1[N:14]=[C:13]([Cl:15])[CH:12]=[CH:11][N:10]=1)[CH3:8])(=O)CCC.Cl. The catalyst is O1CCOCC1. The product is [Cl:15][C:13]1[CH:12]=[CH:11][N:10]=[C:9]([C@H:7]([OH:6])[CH3:8])[N:14]=1. The yield is 0.710. (6) The reactants are [F:1][C:2]([F:22])([F:21])[C:3]([N:5]1[CH2:15][CH:14]2[CH2:16][CH2:17][CH:7]([C:8]3[C:13]2=[CH:12][C:11]([N+:18]([O-])=O)=[CH:10][CH:9]=3)[CH2:6]1)=[O:4]. The catalyst is CO.C(O)(=O)C.[Pd]. The product is [NH2:18][C:11]1[CH:12]=[C:13]2[C:8](=[CH:9][CH:10]=1)[CH:7]1[CH2:17][CH2:16][CH:14]2[CH2:15][N:5]([C:3](=[O:4])[C:2]([F:22])([F:1])[F:21])[CH2:6]1. The yield is 1.00. (7) The reactants are Cl[C:2]1[N:7]=[C:6]([N:8]([CH2:12][C:13]([CH3:16])([CH3:15])[CH3:14])[C:9](=[O:11])[CH3:10])[CH:5]=[CH:4][N:3]=1.Cl.[NH2:18][C@H:19]([C:21]1[C:22](=[O:32])[NH:23][C:24]2[C:29]([CH:30]=1)=[CH:28][C:27]([Cl:31])=[CH:26][CH:25]=2)[CH3:20].C(N(C(C)C)CC)(C)C. The catalyst is CCO.CCOC(C)=O.O. The product is [Cl:31][C:27]1[CH:28]=[C:29]2[C:24](=[CH:25][CH:26]=1)[NH:23][C:22](=[O:32])[C:21]([C@@H:19]([NH:18][C:2]1[N:7]=[C:6]([N:8]([CH2:12][C:13]([CH3:16])([CH3:15])[CH3:14])[C:9](=[O:11])[CH3:10])[CH:5]=[CH:4][N:3]=1)[CH3:20])=[CH:30]2. The yield is 0.220.